From a dataset of hERG Central: cardiac toxicity at 1µM, 10µM, and general inhibition. Predict hERG channel inhibition at various concentrations. (1) The drug is CCCCCCCC[n+]1cccc2c3ccccc3ccc21.[I-]. Results: hERG_inhib (hERG inhibition (general)): blocker. (2) Results: hERG_inhib (hERG inhibition (general)): blocker. The drug is COc1cccc(CNC(=O)CCC2CCCN(c3cc(C)nc(N(C)C)n3)C2)c1. (3) The molecule is Clc1ccc(OCc2nc(-c3ccccn3)n[nH]2)cc1. Results: hERG_inhib (hERG inhibition (general)): blocker. (4) The molecule is COc1ccc(C(OCC(O)CNCCc2ccccc2)c2ccc(OC)cc2)cc1.O=C(O)C(=O)O. Results: hERG_inhib (hERG inhibition (general)): blocker. (5) The molecule is CCCCCc1cc(=O)oc2c(C(CCN3CCCC3)c3cc(OC)c(OC)c(OC)c3)c(OC)cc(OC)c12. Results: hERG_inhib (hERG inhibition (general)): blocker.